This data is from Reaction yield outcomes from USPTO patents with 853,638 reactions. The task is: Predict the reaction yield, written as a fraction of the theoretical maximum amount of product (1.0 means a 100% yield; for example, 0.34 means a 34% yield). (1) The reactants are Br[C:2]1[CH:3]=[C:4]2[C:9](=[CH:10][CH:11]=1)[N:8]=[CH:7][CH:6]=[CH:5]2.[CH2:12]([Li])[CH2:13][CH2:14][CH3:15].Br[C:18]1[CH:19]=[C:20]([C:25]2[N:30]=[C:29]([C:31]3[CH:36]=[CH:35][C:34]([CH3:37])=[CH:33][CH:32]=3)[CH:28]=[C:27]([C:38]3[CH:43]=[CH:42][C:41]([CH3:44])=[CH:40][CH:39]=3)[N:26]=2)[CH:21]=[C:22](Br)[CH:23]=1. The catalyst is O1CCCC1.CCCCCC.[Zn].ClC(N(C)C)C(Cl)N(C)C.C1C=CC([P]([Pd]([P](C2C=CC=CC=2)(C2C=CC=CC=2)C2C=CC=CC=2)([P](C2C=CC=CC=2)(C2C=CC=CC=2)C2C=CC=CC=2)[P](C2C=CC=CC=2)(C2C=CC=CC=2)C2C=CC=CC=2)(C2C=CC=CC=2)C2C=CC=CC=2)=CC=1. The product is [N:8]1[C:9]2[C:4](=[CH:3][C:2]([C:18]3[CH:19]=[C:20]([C:25]4[N:30]=[C:29]([C:31]5[CH:36]=[CH:35][C:34]([CH3:37])=[CH:33][CH:32]=5)[CH:28]=[C:27]([C:38]5[CH:43]=[CH:42][C:41]([CH3:44])=[CH:40][CH:39]=5)[N:26]=4)[CH:21]=[C:22]([C:13]4[CH:14]=[C:15]5[C:9](=[CH:4][CH:12]=4)[N:8]=[CH:7][CH:6]=[CH:5]5)[CH:23]=3)=[CH:11][CH:10]=2)[CH:5]=[CH:6][CH:7]=1. The yield is 0.650. (2) The reactants are C([O:8][CH2:9][C@H:10]1[O:14][C:13](=[O:15])[N:12]([NH:16][C:17](=[O:23])[O:18][C:19]([CH3:22])([CH3:21])[CH3:20])[CH2:11]1)C1C=CC=CC=1.C([O-])=O.[NH4+]. The product is [OH:8][CH2:9][C@H:10]1[O:14][C:13](=[O:15])[N:12]([NH:16][C:17](=[O:23])[O:18][C:19]([CH3:21])([CH3:20])[CH3:22])[CH2:11]1. The catalyst is C(O)C.[Pd]. The yield is 0.720.